From a dataset of Reaction yield outcomes from USPTO patents with 853,638 reactions. Predict the reaction yield, written as a fraction of the theoretical maximum amount of product (1.0 means a 100% yield; for example, 0.34 means a 34% yield). (1) The reactants are [C:1]([O:5][C:6]([N:8]1[CH2:12][CH:11]([OH:13])[CH:10]([C:14]2[CH:19]=[CH:18][C:17](Br)=[CH:16][CH:15]=2)[CH2:9]1)=[O:7])([CH3:4])([CH3:3])[CH3:2].[Cl:21][C:22]1[CH:30]=[CH:29][C:25]([C:26]([NH2:28])=[O:27])=[CH:24][CH:23]=1.C(=O)([O-])[O-].[Cs+].[Cs+].CNCCNC. The catalyst is O1CCOCC1.[Cu]I. The product is [C:1]([O:5][C:6]([N:8]1[CH2:12][CH:11]([OH:13])[CH:10]([C:14]2[CH:19]=[CH:18][C:17]([NH:28][C:26](=[O:27])[C:25]3[CH:29]=[CH:30][C:22]([Cl:21])=[CH:23][CH:24]=3)=[CH:16][CH:15]=2)[CH2:9]1)=[O:7])([CH3:4])([CH3:3])[CH3:2]. The yield is 0.810. (2) The reactants are C([NH:4][C@:5]1([C:22](NC(C)(C)C)=[O:23])[C@@H:9]([CH2:10][CH2:11][CH2:12][B:13]2[O:17]C(C)(C)C(C)(C)[O:14]2)[CH2:8][NH:7][CH2:6]1)(=O)C.S([O-])([O-])(=O)=O.[Na+].[Na+].[CH:36](=O)[C:37]1[CH:42]=[CH:41][CH:40]=[CH:39][CH:38]=1.C(O[BH-](OC(=O)C)OC(=O)C)(=[O:46])C.[Na+].C(=O)([O-])[O-].[Na+].[Na+]. The catalyst is ClCCCl.C(O)(=O)C. The product is [NH2:4][C@:5]1([C:22]([OH:23])=[O:46])[C@@H:9]([CH2:10][CH2:11][CH2:12][B:13]([OH:14])[OH:17])[CH2:8][N:7]([CH2:36][C:37]2[CH:42]=[CH:41][CH:40]=[CH:39][CH:38]=2)[CH2:6]1. The yield is 0.440.